The task is: Regression. Given two drug SMILES strings and cell line genomic features, predict the synergy score measuring deviation from expected non-interaction effect.. This data is from NCI-60 drug combinations with 297,098 pairs across 59 cell lines. (1) Drug 1: CC1C(C(CC(O1)OC2CC(CC3=C2C(=C4C(=C3O)C(=O)C5=C(C4=O)C(=CC=C5)OC)O)(C(=O)C)O)N)O.Cl. Drug 2: CN(CCCl)CCCl.Cl. Cell line: OVCAR-5. Synergy scores: CSS=10.6, Synergy_ZIP=-5.25, Synergy_Bliss=-1.92, Synergy_Loewe=-10.5, Synergy_HSA=-3.76. (2) Drug 1: CN(C)C1=NC(=NC(=N1)N(C)C)N(C)C. Drug 2: CN(C(=O)NC(C=O)C(C(C(CO)O)O)O)N=O. Cell line: UACC62. Synergy scores: CSS=3.19, Synergy_ZIP=-2.66, Synergy_Bliss=-3.23, Synergy_Loewe=-7.26, Synergy_HSA=-3.90. (3) Drug 1: CC1=C2C(C(=O)C3(C(CC4C(C3C(C(C2(C)C)(CC1OC(=O)C(C(C5=CC=CC=C5)NC(=O)OC(C)(C)C)O)O)OC(=O)C6=CC=CC=C6)(CO4)OC(=O)C)O)C)O. Drug 2: CC1CCCC2(C(O2)CC(NC(=O)CC(C(C(=O)C(C1O)C)(C)C)O)C(=CC3=CSC(=N3)C)C)C. Cell line: A549. Synergy scores: CSS=48.8, Synergy_ZIP=2.18, Synergy_Bliss=0.578, Synergy_Loewe=-10.6, Synergy_HSA=-0.0289. (4) Drug 1: CC1=CC2C(CCC3(C2CCC3(C(=O)C)OC(=O)C)C)C4(C1=CC(=O)CC4)C. Drug 2: C1=CC(=CC=C1CC(C(=O)O)N)N(CCCl)CCCl.Cl. Cell line: OVCAR-8. Synergy scores: CSS=22.2, Synergy_ZIP=1.65, Synergy_Bliss=12.9, Synergy_Loewe=6.17, Synergy_HSA=10.1. (5) Drug 1: C1=CC(=CC=C1C#N)C(C2=CC=C(C=C2)C#N)N3C=NC=N3. Drug 2: CS(=O)(=O)CCNCC1=CC=C(O1)C2=CC3=C(C=C2)N=CN=C3NC4=CC(=C(C=C4)OCC5=CC(=CC=C5)F)Cl. Cell line: HCT116. Synergy scores: CSS=-6.39, Synergy_ZIP=6.49, Synergy_Bliss=8.21, Synergy_Loewe=-8.51, Synergy_HSA=-8.40. (6) Drug 1: C1CN(P(=O)(OC1)NCCCl)CCCl. Drug 2: COCCOC1=C(C=C2C(=C1)C(=NC=N2)NC3=CC=CC(=C3)C#C)OCCOC.Cl. Cell line: MOLT-4. Synergy scores: CSS=-4.58, Synergy_ZIP=2.50, Synergy_Bliss=0.394, Synergy_Loewe=-0.602, Synergy_HSA=-2.25.